Dataset: NCI-60 drug combinations with 297,098 pairs across 59 cell lines. Task: Regression. Given two drug SMILES strings and cell line genomic features, predict the synergy score measuring deviation from expected non-interaction effect. (1) Drug 2: C1CN1P(=S)(N2CC2)N3CC3. Drug 1: CCCS(=O)(=O)NC1=C(C(=C(C=C1)F)C(=O)C2=CNC3=C2C=C(C=N3)C4=CC=C(C=C4)Cl)F. Cell line: RXF 393. Synergy scores: CSS=14.5, Synergy_ZIP=-1.27, Synergy_Bliss=6.24, Synergy_Loewe=4.48, Synergy_HSA=6.49. (2) Drug 1: CC12CCC(CC1=CCC3C2CCC4(C3CC=C4C5=CN=CC=C5)C)O. Drug 2: CN1C2=C(C=C(C=C2)N(CCCl)CCCl)N=C1CCCC(=O)O.Cl. Cell line: A549. Synergy scores: CSS=1.58, Synergy_ZIP=-1.26, Synergy_Bliss=-1.03, Synergy_Loewe=-6.19, Synergy_HSA=-2.59. (3) Drug 1: CN1C(=O)N2C=NC(=C2N=N1)C(=O)N. Drug 2: C1CC(=O)NC(=O)C1N2C(=O)C3=CC=CC=C3C2=O. Cell line: NCI-H460. Synergy scores: CSS=0.267, Synergy_ZIP=-0.263, Synergy_Bliss=-1.20, Synergy_Loewe=-0.701, Synergy_HSA=-1.94. (4) Drug 1: C1CN1C2=NC(=NC(=N2)N3CC3)N4CC4. Drug 2: C1CC(=O)NC(=O)C1N2CC3=C(C2=O)C=CC=C3N. Cell line: SF-268. Synergy scores: CSS=18.6, Synergy_ZIP=-3.97, Synergy_Bliss=1.86, Synergy_Loewe=-8.95, Synergy_HSA=-0.260. (5) Drug 1: CC1=C(C(=CC=C1)Cl)NC(=O)C2=CN=C(S2)NC3=CC(=NC(=N3)C)N4CCN(CC4)CCO. Drug 2: CN(CC1=CN=C2C(=N1)C(=NC(=N2)N)N)C3=CC=C(C=C3)C(=O)NC(CCC(=O)O)C(=O)O. Cell line: COLO 205. Synergy scores: CSS=26.2, Synergy_ZIP=-1.86, Synergy_Bliss=0.505, Synergy_Loewe=-12.6, Synergy_HSA=-0.912. (6) Drug 1: CN(C)C1=NC(=NC(=N1)N(C)C)N(C)C. Drug 2: C1C(C(OC1N2C=C(C(=O)NC2=O)F)CO)O. Cell line: KM12. Synergy scores: CSS=3.20, Synergy_ZIP=-11.3, Synergy_Bliss=-41.2, Synergy_Loewe=-14.0, Synergy_HSA=-31.7. (7) Drug 1: CCC1(CC2CC(C3=C(CCN(C2)C1)C4=CC=CC=C4N3)(C5=C(C=C6C(=C5)C78CCN9C7C(C=CC9)(C(C(C8N6C)(C(=O)OC)O)OC(=O)C)CC)OC)C(=O)OC)O.OS(=O)(=O)O. Drug 2: COC1=NC(=NC2=C1N=CN2C3C(C(C(O3)CO)O)O)N. Cell line: RPMI-8226. Synergy scores: CSS=-9.81, Synergy_ZIP=3.85, Synergy_Bliss=0.874, Synergy_Loewe=-5.93, Synergy_HSA=-5.64.